This data is from Catalyst prediction with 721,799 reactions and 888 catalyst types from USPTO. The task is: Predict which catalyst facilitates the given reaction. (1) Reactant: S(Cl)(Cl)=O.[NH2:5][C:6]1[C:7]([C:12]([OH:14])=[O:13])=[N:8][CH:9]=[CH:10][CH:11]=1.[CH3:15]O.S(Cl)(Cl)=O. Product: [NH2:5][C:6]1[C:7]([C:12]([O:14][CH3:15])=[O:13])=[N:8][CH:9]=[CH:10][CH:11]=1. The catalyst class is: 5. (2) Reactant: [Cl:1][C:2]1[C:20]([CH3:21])=[CH:19][C:5]2[N:6]=[C:7]3[C:12]([N:13]([CH2:14][CH:15]=O)[C:4]=2[CH:3]=1)=[N:11][C:10](=[O:17])[NH:9][C:8]3=[O:18].[C:22]1([CH2:28][NH2:29])[CH:27]=[CH:26][CH:25]=[CH:24][CH:23]=1.CC(O)=O.C([BH3-])#N.[Na+]. Product: [CH2:28]([NH:29][CH2:15][CH2:14][N:13]1[C:12]2[C:7]([C:8](=[O:18])[NH:9][C:10](=[O:17])[N:11]=2)=[N:6][C:5]2[CH:19]=[C:20]([CH3:21])[C:2]([Cl:1])=[CH:3][C:4]1=2)[C:22]1[CH:27]=[CH:26][CH:25]=[CH:24][CH:23]=1. The catalyst class is: 8. (3) Reactant: [OH-].[Na+].[CH3:3][C:4]1[CH:5]=[C:6]([CH:11]=[CH:12][C:13]=1[C:14]#[C:15][CH2:16][CH2:17][CH3:18])[C:7]([O:9]C)=[O:8]. Product: [CH3:3][C:4]1[CH:5]=[C:6]([CH:11]=[CH:12][C:13]=1[C:14]#[C:15][CH2:16][CH2:17][CH3:18])[C:7]([OH:9])=[O:8]. The catalyst class is: 24. (4) Reactant: CC(OI1(OC(C)=O)(OC(C)=O)OC(=O)C2C1=CC=CC=2)=O.[OH:23][CH:24]([C:33]1[N:34]=[C:35]([CH:38]2[CH2:43][CH2:42][N:41]([C:44]([O:46][C:47]([CH3:50])([CH3:49])[CH3:48])=[O:45])[CH2:40][CH2:39]2)[S:36][CH:37]=1)[CH2:25][CH2:26][C:27]1[CH:32]=[CH:31][CH:30]=[CH:29][CH:28]=1. Product: [C:27]1([CH2:26][CH2:25][C:24]([C:33]2[N:34]=[C:35]([CH:38]3[CH2:43][CH2:42][N:41]([C:44]([O:46][C:47]([CH3:50])([CH3:49])[CH3:48])=[O:45])[CH2:40][CH2:39]3)[S:36][CH:37]=2)=[O:23])[CH:32]=[CH:31][CH:30]=[CH:29][CH:28]=1. The catalyst class is: 4. (5) Reactant: N#N.[Cl:3][C:4]1[CH:5]=[C:6]([C:10]2[C:19]3[C:14](=[CH:15][CH:16]=[C:17]([C:20]([C:28]4[CH:33]=[CH:32][C:31](I)=[CH:30][CH:29]=4)([C:22]4[N:26]([CH3:27])[CH:25]=[N:24][N:23]=4)[NH2:21])[CH:18]=3)[N:13]3[N:35]=[N:36][N:37]=[C:12]3[N:11]=2)[CH:7]=[CH:8][CH:9]=1.[CH3:38][N:39](C=O)C. Product: [NH2:21][C:20]([C:17]1[CH:18]=[C:19]2[C:14](=[CH:15][CH:16]=1)[N:13]1[N:35]=[N:36][N:37]=[C:12]1[N:11]=[C:10]2[C:6]1[CH:7]=[CH:8][CH:9]=[C:4]([Cl:3])[CH:5]=1)([C:22]1[N:26]([CH3:27])[CH:25]=[N:24][N:23]=1)[C:28]1[CH:33]=[CH:32][C:31]([C:38]#[N:39])=[CH:30][CH:29]=1. The catalyst class is: 380. (6) Reactant: [Cl:1][C:2]1[N:3]=[C:4]([C@@H:15]([NH2:24])[C@H:16]([C:18]2[CH:23]=[CH:22][CH:21]=[CH:20][CH:19]=2)[CH3:17])[NH:5][C:6]=1[C:7]1[CH:12]=[CH:11][C:10]([I:13])=[CH:9][C:8]=1[F:14].[C:25]([O:29][C:30]([NH:32][C@H:33]([C:37]1[CH:42]=[CH:41][C:40]([O:43][CH2:44][CH2:45][O:46][C:47]([CH3:50])([CH3:49])[CH3:48])=[CH:39][CH:38]=1)[C:34](O)=[O:35])=[O:31])([CH3:28])([CH3:27])[CH3:26].C(N(CC)C(C)C)(C)C.ON1C2C=CC=CC=2N=N1. Product: [C:25]([O:29][C:30](=[O:31])[NH:32][C@H:33]([C:37]1[CH:38]=[CH:39][C:40]([O:43][CH2:44][CH2:45][O:46][C:47]([CH3:50])([CH3:49])[CH3:48])=[CH:41][CH:42]=1)[C:34](=[O:35])[NH:24][C@H:15]([C:4]1[NH:5][C:6]([C:7]2[CH:12]=[CH:11][C:10]([I:13])=[CH:9][C:8]=2[F:14])=[C:2]([Cl:1])[N:3]=1)[C@H:16]([C:18]1[CH:19]=[CH:20][CH:21]=[CH:22][CH:23]=1)[CH3:17])([CH3:27])([CH3:28])[CH3:26]. The catalyst class is: 35. (7) The catalyst class is: 177. Reactant: [C:1]([O:5][C:6](=[O:21])[NH:7][CH:8]1[C:17]2[C:12](=[CH:13][C:14]([CH:18]([OH:20])[CH3:19])=[CH:15][CH:16]=2)[CH2:11][CH2:10][CH2:9]1)([CH3:4])([CH3:3])[CH3:2]. Product: [C:1]([O:5][C:6](=[O:21])[NH:7][CH:8]1[C:17]2[C:12](=[CH:13][C:14]([C:18](=[O:20])[CH3:19])=[CH:15][CH:16]=2)[CH2:11][CH2:10][CH2:9]1)([CH3:4])([CH3:2])[CH3:3].